This data is from Merck oncology drug combination screen with 23,052 pairs across 39 cell lines. The task is: Regression. Given two drug SMILES strings and cell line genomic features, predict the synergy score measuring deviation from expected non-interaction effect. (1) Drug 1: N.N.O=C(O)C1(C(=O)O)CCC1.[Pt]. Drug 2: C#Cc1cccc(Nc2ncnc3cc(OCCOC)c(OCCOC)cc23)c1. Cell line: UWB1289BRCA1. Synergy scores: synergy=7.93. (2) Drug 1: C#Cc1cccc(Nc2ncnc3cc(OCCOC)c(OCCOC)cc23)c1. Drug 2: NC1CCCCC1N.O=C(O)C(=O)O.[Pt+2]. Synergy scores: synergy=-4.01. Cell line: A375. (3) Synergy scores: synergy=6.25. Drug 2: COC1CC2CCC(C)C(O)(O2)C(=O)C(=O)N2CCCCC2C(=O)OC(C(C)CC2CCC(OP(C)(C)=O)C(OC)C2)CC(=O)C(C)C=C(C)C(O)C(OC)C(=O)C(C)CC(C)C=CC=CC=C1C. Cell line: NCIH23. Drug 1: CS(=O)(=O)CCNCc1ccc(-c2ccc3ncnc(Nc4ccc(OCc5cccc(F)c5)c(Cl)c4)c3c2)o1. (4) Drug 2: Cn1cc(-c2cnn3c(N)c(Br)c(C4CCCNC4)nc23)cn1. Cell line: UACC62. Drug 1: CC1(c2nc3c(C(N)=O)cccc3[nH]2)CCCN1. Synergy scores: synergy=1.06. (5) Drug 1: COC12C(COC(N)=O)C3=C(C(=O)C(C)=C(N)C3=O)N1CC1NC12. Drug 2: O=C(O)C1(Cc2cccc(Nc3nccs3)n2)CCC(Oc2cccc(Cl)c2F)CC1. Cell line: LNCAP. Synergy scores: synergy=-11.3. (6) Drug 1: CC(=O)OC1C(=O)C2(C)C(O)CC3OCC3(OC(C)=O)C2C(OC(=O)c2ccccc2)C2(O)CC(OC(=O)C(O)C(NC(=O)c3ccccc3)c3ccccc3)C(C)=C1C2(C)C. Drug 2: NC1(c2ccc(-c3nc4ccn5c(=O)[nH]nc5c4cc3-c3ccccc3)cc2)CCC1. Cell line: NCIH23. Synergy scores: synergy=16.3.